This data is from Full USPTO retrosynthesis dataset with 1.9M reactions from patents (1976-2016). The task is: Predict the reactants needed to synthesize the given product. (1) Given the product [Cl:26][C:22]1[C:23]([Cl:25])=[CH:24][C:19]2[O:18][CH:17]([C:27]([N:29]3[CH2:30][CH2:31][C:32]([CH2:35][C:36]4[CH:37]=[CH:38][C:39]([F:42])=[CH:40][CH:41]=4)([C:43]#[N:44])[CH2:33][CH2:34]3)=[O:28])[CH2:16][NH:15][C:20]=2[CH:21]=1, predict the reactants needed to synthesize it. The reactants are: FC(F)(F)C(O)=O.C(OC([N:15]1[C:20]2[CH:21]=[C:22]([Cl:26])[C:23]([Cl:25])=[CH:24][C:19]=2[O:18][CH:17]([C:27]([N:29]2[CH2:34][CH2:33][C:32]([C:43]#[N:44])([CH2:35][C:36]3[CH:41]=[CH:40][C:39]([F:42])=[CH:38][CH:37]=3)[CH2:31][CH2:30]2)=[O:28])[CH2:16]1)=O)(C)(C)C. (2) The reactants are: [CH3:1][C:2]1([CH3:14])[O:6][C:5](=[O:7])[NH:4][C@H:3]1[C:8]1[CH:13]=[CH:12][CH:11]=[CH:10][CH:9]=1.[Cl:15][C:16]1[CH:21]=[C:20](I)[CH:19]=[CH:18][N:17]=1.P([O-])([O-])([O-])=O.[K+].[K+].[K+]. Given the product [Cl:15][C:16]1[CH:21]=[C:20]([N:4]2[C@@H:3]([C:8]3[CH:9]=[CH:10][CH:11]=[CH:12][CH:13]=3)[C:2]([CH3:14])([CH3:1])[O:6][C:5]2=[O:7])[CH:19]=[CH:18][N:17]=1, predict the reactants needed to synthesize it. (3) Given the product [NH2:7][C:8]1[C:9]2[CH:38]=[CH:37][CH:36]=[CH:35][C:10]=2[S:11][C:12]=1[N:13]([CH2:14][C:15]1[CH:20]=[CH:19][C:18]([F:21])=[C:17]([C:22]([F:25])([F:24])[F:23])[CH:16]=1)[S:26]([C:29]1[CH:34]=[CH:33][CH:32]=[CH:31][CH:30]=1)(=[O:27])=[O:28], predict the reactants needed to synthesize it. The reactants are: C(OC(=O)[NH:7][C:8]1[C:9]2[CH:38]=[CH:37][CH:36]=[CH:35][C:10]=2[S:11][C:12]=1[N:13]([S:26]([C:29]1[CH:34]=[CH:33][CH:32]=[CH:31][CH:30]=1)(=[O:28])=[O:27])[CH2:14][C:15]1[CH:20]=[CH:19][C:18]([F:21])=[C:17]([C:22]([F:25])([F:24])[F:23])[CH:16]=1)(C)(C)C. (4) Given the product [CH3:22][C:16]1[C:15]([CH:5]([N:6]2[CH2:11][CH2:10][N:9]3[CH2:12][CH2:13][CH2:14][C@@H:8]3[CH2:7]2)[C:4]([O-:23])=[O:3])=[CH:20][CH:19]=[C:18]([CH3:21])[N:17]=1.[K+:26], predict the reactants needed to synthesize it. The reactants are: C([O:3][C:4](=[O:23])[CH:5]([C:15]1[C:16]([CH3:22])=[N:17][C:18]([CH3:21])=[CH:19][CH:20]=1)[N:6]1[CH2:11][CH2:10][N:9]2[CH2:12][CH2:13][CH2:14][C@@H:8]2[CH2:7]1)C.O.[OH-].[K+:26]. (5) Given the product [CH2:19]([NH:23][CH2:1][C:3]1[CH:17]=[CH:16][C:6]([O:7][C:8]([CH3:15])([CH3:14])[C:9]([O:11][CH2:12][CH3:13])=[O:10])=[C:5]([CH3:18])[CH:4]=1)[CH2:20][CH2:21][CH3:22], predict the reactants needed to synthesize it. The reactants are: [CH:1]([C:3]1[CH:17]=[CH:16][C:6]([O:7][C:8]([CH3:15])([CH3:14])[C:9]([O:11][CH2:12][CH3:13])=[O:10])=[C:5]([CH3:18])[CH:4]=1)=O.[CH2:19]([NH2:23])[CH2:20][CH2:21][CH3:22].C(O[BH-](OC(=O)C)OC(=O)C)(=O)C.[Na+].